The task is: Predict the product of the given reaction.. This data is from Forward reaction prediction with 1.9M reactions from USPTO patents (1976-2016). (1) Given the reactants [Br:1][C:2]1[CH:14]=[C:13]2[C:5]([C:6]3[CH2:7][CH2:8][CH2:9][CH2:10][C:11]=3[NH:12]2)=[CH:4][CH:3]=1.ClC1C(=O)C(C#N)=C(C#N)C(=[O:23])C=1Cl, predict the reaction product. The product is: [Br:1][C:2]1[CH:14]=[C:13]2[C:5]([C:6]3[C:7](=[O:23])[CH2:8][CH2:9][CH2:10][C:11]=3[NH:12]2)=[CH:4][CH:3]=1. (2) Given the reactants [Cl:1][C:2]1[C:11]([O:12][CH2:13][C:14]2[CH:19]=[CH:18][C:17]([O:20][CH3:21])=[CH:16][CH:15]=2)=[C:10]([O:22][CH2:23][C:24]2[CH:29]=[CH:28][C:27]([O:30][CH3:31])=[CH:26][CH:25]=2)[CH:9]=[C:8]2[C:3]=1[C:4](=[O:37])[C:5]([C:34](O)=[O:35])=[N:6][N:7]2[CH2:32][CH3:33].C(N(CC)CC)C.ClC(OCC(C)C)=O.[N:53]1([CH2:58][CH2:59][NH2:60])[CH2:57][CH2:56][CH2:55][CH2:54]1, predict the reaction product. The product is: [Cl:1][C:2]1[C:11]([O:12][CH2:13][C:14]2[CH:19]=[CH:18][C:17]([O:20][CH3:21])=[CH:16][CH:15]=2)=[C:10]([O:22][CH2:23][C:24]2[CH:29]=[CH:28][C:27]([O:30][CH3:31])=[CH:26][CH:25]=2)[CH:9]=[C:8]2[C:3]=1[C:4](=[O:37])[C:5]([C:34]([NH:60][CH2:59][CH2:58][N:53]1[CH2:57][CH2:56][CH2:55][CH2:54]1)=[O:35])=[N:6][N:7]2[CH2:32][CH3:33]. (3) The product is: [Cl:1][C:2]1[C:11]2[C:6](=[CH:7][C:8]([O:19][CH2:21][CH2:22][CH2:23][N:24]3[CH2:28][CH2:27][CH2:26][CH2:25]3)=[CH:9][C:10]=2[O:12][CH:13]2[CH2:14][CH2:15][O:16][CH2:17][CH2:18]2)[N:5]=[CH:4][N:3]=1. Given the reactants [Cl:1][C:2]1[C:11]2[C:6](=[CH:7][C:8]([OH:19])=[CH:9][C:10]=2[O:12][CH:13]2[CH2:18][CH2:17][O:16][CH2:15][CH2:14]2)[N:5]=[CH:4][N:3]=1.O[CH2:21][CH2:22][CH2:23][N:24]1[CH2:28][CH2:27][CH2:26][CH2:25]1, predict the reaction product. (4) Given the reactants C(N(CC)CC)C.[NH2:8][C@H:9]([CH3:33])[CH2:10][N:11]([CH2:24][CH2:25][C:26]1[CH:31]=[CH:30][CH:29]=[CH:28][C:27]=1[Cl:32])[S:12]([C:15]1[CH:20]=[CH:19][CH:18]=[CH:17][C:16]=1[N+:21]([O-:23])=[O:22])(=[O:14])=[O:13].[CH:34]1[C:43]2[C:38](=[CH:39][C:40]([S:44](Cl)(=[O:46])=[O:45])=[CH:41][CH:42]=2)[CH:37]=[CH:36][N:35]=1, predict the reaction product. The product is: [Cl:32][C:27]1[CH:28]=[CH:29][CH:30]=[CH:31][C:26]=1[CH2:25][CH2:24][N:11]([CH2:10][C@H:9]([NH:8][S:44]([C:40]1[CH:39]=[C:38]2[C:43](=[CH:42][CH:41]=1)[CH:34]=[N:35][CH:36]=[CH:37]2)(=[O:45])=[O:46])[CH3:33])[S:12]([C:15]1[CH:20]=[CH:19][CH:18]=[CH:17][C:16]=1[N+:21]([O-:23])=[O:22])(=[O:13])=[O:14]. (5) Given the reactants [N+:1]([C:4]1[CH:5]=[N:6][C:7]2[C:12]([C:13]=1O)=[CH:11][CH:10]=[CH:9][CH:8]=2)([O-:3])=[O:2].O=P(Cl)(Cl)[Cl:17], predict the reaction product. The product is: [Cl:17][C:13]1[C:12]2[C:7](=[CH:8][CH:9]=[CH:10][CH:11]=2)[N:6]=[CH:5][C:4]=1[N+:1]([O-:3])=[O:2]. (6) Given the reactants [CH3:1][N:2]1[CH2:7][CH2:6][C:5]([C:10]2[CH:15]=[CH:14][C:13]([O:16][CH3:17])=[CH:12][CH:11]=2)([C:8]#[N:9])[CH2:4][CH2:3]1.[H-].[H-].[H-].[H-].[Li+].[Al+3], predict the reaction product. The product is: [CH3:1][N:2]1[CH2:3][CH2:4][C:5]([C:10]2[CH:11]=[CH:12][C:13]([O:16][CH3:17])=[CH:14][CH:15]=2)([CH2:8][NH2:9])[CH2:6][CH2:7]1. (7) Given the reactants [Cl:1][C:2]1[CH:3]=[C:4]([NH:11][C:12]2[CH:17]=[CH:16][C:15]([N:18]3[CH2:23][CH2:22][N:21]([CH3:24])[CH2:20][CH2:19]3)=[CH:14][N:13]=2)[C:5]2[N:6]([CH:8]=[CH:9][N:10]=2)[N:7]=1.BrC1C2N(C=CN=2)N=C(Cl)C=1.[O:36]1[CH2:39]C(N2CCN(C3C=CC(N)=NC=3)CC2)[CH2:37]1, predict the reaction product. The product is: [Cl:1][C:2]1[CH:3]=[C:4]([NH:11][C:12]2[CH:17]=[CH:16][C:15]([N:18]3[CH2:19][CH2:20][N:21]([CH:24]4[CH2:39][O:36][CH2:37]4)[CH2:22][CH2:23]3)=[CH:14][N:13]=2)[C:5]2[N:6]([CH:8]=[CH:9][N:10]=2)[N:7]=1. (8) Given the reactants CON(C)[C:4](=[O:21])[C:5]1[CH:10]=[CH:9][C:8]([C:11]2[C:15]([CH3:16])=[C:14]([C:17]([F:20])([F:19])[F:18])[O:13][N:12]=2)=[CH:7][CH:6]=1.[C:23]([Mg]Br)([CH3:26])([CH3:25])[CH3:24], predict the reaction product. The product is: [CH3:24][C:23]([CH3:26])([CH3:25])[C:4]([C:5]1[CH:6]=[CH:7][C:8]([C:11]2[C:15]([CH3:16])=[C:14]([C:17]([F:18])([F:19])[F:20])[O:13][N:12]=2)=[CH:9][CH:10]=1)=[O:21]. (9) Given the reactants [Br:1][C:2]1[CH:3]=[C:4]([CH2:9][OH:10])[C:5]([F:8])=[N:6][CH:7]=1.[O:11]1[CH:16]=[CH:15][CH2:14][CH2:13][CH2:12]1.C1(C)C=CC(S([O-])(=O)=O)=CC=1.[NH+]1C=CC=CC=1, predict the reaction product. The product is: [Br:1][C:2]1[CH:3]=[C:4]([CH2:9][O:10][CH:12]2[CH2:13][CH2:14][CH2:15][CH2:16][O:11]2)[C:5]([F:8])=[N:6][CH:7]=1.